Dataset: Forward reaction prediction with 1.9M reactions from USPTO patents (1976-2016). Task: Predict the product of the given reaction. (1) Given the reactants [C:1]([O:5][C:6]([N:8]1[CH2:15][CH:14]2[CH:9]1[CH2:10][CH2:11][NH:12][CH2:13]2)=[O:7])([CH3:4])([CH3:3])[CH3:2].C(N(CC)CC)C.[O:23]1[CH:27]=[CH:26][C:25]([C:28](Cl)=[O:29])=[CH:24]1, predict the reaction product. The product is: [C:1]([O:5][C:6]([N:8]1[CH2:15][CH:14]2[CH:9]1[CH2:10][CH2:11][N:12]([C:28]([C:25]1[CH:26]=[CH:27][O:23][CH:24]=1)=[O:29])[CH2:13]2)=[O:7])([CH3:4])([CH3:2])[CH3:3]. (2) Given the reactants [CH2:1]([N:8]1[C:20]2[CH:19]=[CH:18][C:17](Br)=[CH:16][C:15]=2[C:14]2[C:9]1=[CH:10][CH:11]=[C:12](Br)[CH:13]=2)[C:2]1[CH:7]=[CH:6][CH:5]=[CH:4][CH:3]=1.[Li]C[CH2:25][CH2:26][CH3:27].[CH:28]([Si:31](OS(C(F)(F)F)(=O)=O)([CH:35]([CH3:37])[CH3:36])[CH:32]([CH3:34])[CH3:33])([CH3:30])[CH3:29], predict the reaction product. The product is: [CH2:1]([N:8]1[C:20]2[CH:19]=[CH:18][C:17]([Si:31]([CH:35]([CH3:37])[CH3:36])([CH:32]([CH3:34])[CH3:33])[CH:28]([CH3:30])[CH3:29])=[CH:16][C:15]=2[C:14]2[C:9]1=[CH:10][CH:11]=[C:12]([Si:31]([CH:32]([CH3:34])[CH3:33])([CH:26]([CH3:27])[CH3:25])[CH:28]([CH3:30])[CH3:29])[CH:13]=2)[C:2]1[CH:7]=[CH:6][CH:5]=[CH:4][CH:3]=1. (3) Given the reactants [CH3:1][O:2][C:3]1[CH:4]=[C:5]([C:11]2[CH:15](O)[O:14][C:13](=O)[C:12]=2[C:18]2[C:23]([F:24])=[CH:22][C:21]([F:25])=[CH:20][C:19]=2[F:26])[CH:6]=[C:7]([O:9][CH3:10])[CH:8]=1.O.[NH2:28][NH2:29], predict the reaction product. The product is: [CH3:1][O:2][C:3]1[CH:4]=[C:5]([CH:11]2[CH:15]=[N:29][NH:28][C:13](=[O:14])[CH:12]2[C:18]2[C:23]([F:24])=[CH:22][C:21]([F:25])=[CH:20][C:19]=2[F:26])[CH:6]=[C:7]([O:9][CH3:10])[CH:8]=1.